From a dataset of Forward reaction prediction with 1.9M reactions from USPTO patents (1976-2016). Predict the product of the given reaction. (1) Given the reactants N12CCN(CC1)CC2.[Br:9][C:10]1[CH:18]=[CH:17][C:13]([CH2:14][CH2:15][OH:16])=[CH:12][CH:11]=1.[S:19](Cl)([C:22]1[CH:28]=[CH:27][C:25]([CH3:26])=[CH:24][CH:23]=1)(=[O:21])=[O:20].O, predict the reaction product. The product is: [CH3:26][C:25]1[CH:27]=[CH:28][C:22]([S:19]([O:16][CH2:15][CH2:14][C:13]2[CH:17]=[CH:18][C:10]([Br:9])=[CH:11][CH:12]=2)(=[O:21])=[O:20])=[CH:23][CH:24]=1. (2) Given the reactants [Br:1][C:2]1[C:3]([C:9](=[N:24][O:25][CH2:26][CH3:27])[CH2:10][NH:11][C:12](=[O:23])[C:13]2[CH:18]=[CH:17][CH:16]=[CH:15][C:14]=2[C:19]([F:22])([F:21])[F:20])=[N:4][CH:5]=[C:6]([Br:8])[CH:7]=1, predict the reaction product. The product is: [Br:1][C:2]1[C:3](/[C:9](=[N:24]\[O:25][CH2:26][CH3:27])/[CH2:10][NH:11][C:12](=[O:23])[C:13]2[CH:18]=[CH:17][CH:16]=[CH:15][C:14]=2[C:19]([F:21])([F:20])[F:22])=[N:4][CH:5]=[C:6]([Br:8])[CH:7]=1.